From a dataset of Full USPTO retrosynthesis dataset with 1.9M reactions from patents (1976-2016). Predict the reactants needed to synthesize the given product. (1) Given the product [Cl:25][C:19]1[CH:18]=[C:17]([C:14]2[CH:15]=[CH:16][N:12]([CH2:11][C@@H:10]([NH:9][C:7]([C:5]3[N:6]=[C:2]([C:37]4[N:33]([CH:28]5[CH2:29][CH2:30][CH2:31][CH2:32][O:27]5)[N:34]=[CH:35][CH:36]=4)[S:3][CH:4]=3)=[O:8])[CH3:26])[N:13]=2)[CH:22]=[CH:21][C:20]=1[C:23]#[N:24], predict the reactants needed to synthesize it. The reactants are: Br[C:2]1[S:3][CH:4]=[C:5]([C:7]([NH:9][C@@H:10]([CH3:26])[CH2:11][N:12]2[CH:16]=[CH:15][C:14]([C:17]3[CH:22]=[CH:21][C:20]([C:23]#[N:24])=[C:19]([Cl:25])[CH:18]=3)=[N:13]2)=[O:8])[N:6]=1.[O:27]1[CH2:32][CH2:31][CH2:30][CH2:29][CH:28]1[N:33]1[C:37](B2OC(C)(C)C(C)(C)O2)=[CH:36][CH:35]=[N:34]1.C1COCC1.C([O-])([O-])=O.[Na+].[Na+]. (2) Given the product [N:11]1([C:9]2[CH:8]=[CH:7][CH:6]=[C:5]3[C:10]=2[N:1]=[CH:2][CH:3]=[CH:4]3)[CH2:16][CH2:15][NH:14][CH2:13][CH2:12]1, predict the reactants needed to synthesize it. The reactants are: [N:1]1[C:10]2[C:5](=[CH:6][CH:7]=[CH:8][C:9]=2[N:11]2[CH2:16][CH2:15][N:14](C(OC(C)(C)C)=O)[CH2:13][CH2:12]2)[CH:4]=[CH:3][CH:2]=1.C(O)(C(F)(F)F)=O. (3) The reactants are: Cl.[CH2:2]([O:4][C:5]([CH:7]1[CH:12]([NH2:13])[CH:11]2[CH2:14][CH:8]1[CH2:9][CH2:10]2)=[O:6])[CH3:3]. Given the product [CH2:2]([O:4][C:5]([CH:7]1[CH:12]([NH2:13])[CH:11]2[CH2:14][CH:8]1[CH2:9][CH2:10]2)=[O:6])[CH3:3], predict the reactants needed to synthesize it. (4) Given the product [F:1][C:2]1[C:11]([F:12])=[C:10]2[C:5]([CH2:6][CH2:7][CH2:8][O:9]2)=[C:4]([I:22])[C:3]=1[O:13][CH2:14][O:15][CH3:16], predict the reactants needed to synthesize it. The reactants are: [F:1][C:2]1[C:11]([F:12])=[C:10]2[C:5]([CH2:6][CH2:7][CH2:8][O:9]2)=[CH:4][C:3]=1[O:13][CH2:14][O:15][CH3:16].[Li]CCCC.[I:22]I. (5) Given the product [CH:50]1([N:6]([O:5][CH3:4])[C:7]([C:9]2[C:14]([NH:15][C:16]3[CH:21]=[CH:20][C:19]([Br:22])=[CH:18][C:17]=3[F:23])=[CH:13][C:12](=[O:24])[N:11]([C:25]3[CH:30]=[CH:29][CH:28]=[CH:27][CH:26]=3)[N:10]=2)=[O:8])[CH2:51][CH2:46]1, predict the reactants needed to synthesize it. The reactants are: C1([CH2:4][O:5][NH:6][C:7]([C:9]2[C:14]([NH:15][C:16]3[CH:21]=[CH:20][C:19]([Br:22])=[CH:18][C:17]=3[F:23])=[CH:13][C:12](=[O:24])[N:11]([C:25]3[CH:30]=[CH:29][CH:28]=[CH:27][CH:26]=3)[N:10]=2)=[O:8])CC1.BrC1C=CC(NC2C(C(O)=O)=NN([C:46]3[CH:51]=[CH:50]C=CC=3)C(=O)C=2)=C(F)C=1. (6) Given the product [CH2:1]([C:4]1[C:9]([OH:10])=[CH:8][CH:7]=[C:6]2[C:5]=1[C:19]([C:21]1[CH:26]=[CH:25][C:24]([CH:27]([CH3:29])[CH3:28])=[CH:23][CH:22]=1)=[N:32][C:31](=[O:30])[N:11]2[CH2:12][C:13]1[CH:18]=[CH:17][CH:16]=[CH:15][CH:14]=1)[CH:2]=[CH2:3], predict the reactants needed to synthesize it. The reactants are: [CH2:1]([C:4]1[C:9]([OH:10])=[CH:8][CH:7]=[C:6]([NH:11][CH2:12][C:13]2[CH:18]=[CH:17][CH:16]=[CH:15][CH:14]=2)[C:5]=1[C:19]([C:21]1[CH:26]=[CH:25][C:24]([CH:27]([CH3:29])[CH3:28])=[CH:23][CH:22]=1)=O)[CH:2]=[CH2:3].[O-:30][C:31]#[N:32].[Na+].[OH-].[Na+].